From a dataset of Forward reaction prediction with 1.9M reactions from USPTO patents (1976-2016). Predict the product of the given reaction. (1) Given the reactants [C:1]([O:5][C:6](=[O:17])[NH:7][C:8]1[CH:13]=[CH:12][C:11]([CH2:14][NH2:15])=[C:10]([CH3:16])[N:9]=1)([CH3:4])([CH3:3])[CH3:2].[C:18]([CH2:20][C:21](O)=[O:22])#[N:19].CCN=C=NCCCN(C)C.Cl, predict the reaction product. The product is: [C:1]([O:5][C:6](=[O:17])[NH:7][C:8]1[CH:13]=[CH:12][C:11]([CH2:14][NH:15][C:21](=[O:22])[CH2:20][C:18]#[N:19])=[C:10]([CH3:16])[N:9]=1)([CH3:4])([CH3:3])[CH3:2]. (2) Given the reactants Br[C:2]1[N:7]=[C:6]([C:8]2[N:12]3[CH:13]=[CH:14][N:15]=[C:16]([NH:17][CH2:18][CH2:19][N:20]4[CH2:25][CH2:24][O:23][CH2:22][CH2:21]4)[C:11]3=[N:10][CH:9]=2)[CH:5]=[CH:4][CH:3]=1.[C:26]([O:30][C:31](=[O:44])[NH:32][CH2:33][CH2:34][CH:35]([NH2:43])[C:36]1[CH:41]=[CH:40][CH:39]=[C:38]([Cl:42])[CH:37]=1)([CH3:29])([CH3:28])[CH3:27].CN(C1C(C2C(P(C3CCCCC3)C3CCCCC3)=CC=CC=2)=CC=CC=1)C.C([O-])([O-])=O.[K+].[K+], predict the reaction product. The product is: [C:26]([O:30][C:31](=[O:44])[NH:32][CH2:33][CH2:34][CH:35]([C:36]1[CH:41]=[CH:40][CH:39]=[C:38]([Cl:42])[CH:37]=1)[NH:43][C:2]1[CH:3]=[CH:4][CH:5]=[C:6]([C:8]2[N:12]3[CH:13]=[CH:14][N:15]=[C:16]([NH:17][CH2:18][CH2:19][N:20]4[CH2:25][CH2:24][O:23][CH2:22][CH2:21]4)[C:11]3=[N:10][CH:9]=2)[N:7]=1)([CH3:29])([CH3:27])[CH3:28].